Task: Regression. Given a peptide amino acid sequence and an MHC pseudo amino acid sequence, predict their binding affinity value. This is MHC class I binding data.. Dataset: Peptide-MHC class I binding affinity with 185,985 pairs from IEDB/IMGT The peptide sequence is ISTNIRQA. The MHC is HLA-A02:02 with pseudo-sequence HLA-A02:02. The binding affinity (normalized) is 0.